Dataset: NCI-60 drug combinations with 297,098 pairs across 59 cell lines. Task: Regression. Given two drug SMILES strings and cell line genomic features, predict the synergy score measuring deviation from expected non-interaction effect. Drug 1: CS(=O)(=O)C1=CC(=C(C=C1)C(=O)NC2=CC(=C(C=C2)Cl)C3=CC=CC=N3)Cl. Synergy scores: CSS=5.26, Synergy_ZIP=-11.7, Synergy_Bliss=-17.6, Synergy_Loewe=-50.3, Synergy_HSA=-20.3. Drug 2: C1=NC2=C(N1)C(=S)N=CN2. Cell line: M14.